Predict the product of the given reaction. From a dataset of Forward reaction prediction with 1.9M reactions from USPTO patents (1976-2016). The product is: [CH3:12][N:13]1[C:17]([C:2]2[CH:3]=[C:4]3[C:8](=[CH:9][CH:10]=2)[C:7](=[O:11])[CH2:6][CH2:5]3)=[CH:16][CH:15]=[C:14]1[C:18]#[N:19]. Given the reactants Br[C:2]1[CH:3]=[C:4]2[C:8](=[CH:9][CH:10]=1)[C:7](=[O:11])[CH2:6][CH2:5]2.[CH3:12][N:13]1[CH:17]=[CH:16][CH:15]=[C:14]1[C:18]#[N:19], predict the reaction product.